From a dataset of HIV replication inhibition screening data with 41,000+ compounds from the AIDS Antiviral Screen. Binary Classification. Given a drug SMILES string, predict its activity (active/inactive) in a high-throughput screening assay against a specified biological target. The molecule is C1CN2CN1CN1CCN(C1)C2. The result is 0 (inactive).